This data is from Forward reaction prediction with 1.9M reactions from USPTO patents (1976-2016). The task is: Predict the product of the given reaction. (1) Given the reactants S([O-])(O)=O.[Na+].[CH2:6]([O:8][C:9]1[CH:10]=[C:11]([CH:14]=[C:15]([O:17][CH2:18][CH3:19])[CH:16]=1)[CH:12]=[O:13])[CH3:7].[C-:20]#[N:21].[K+], predict the reaction product. The product is: [CH2:18]([O:17][C:15]1[CH:14]=[C:11]([CH:12]([OH:13])[C:20]#[N:21])[CH:10]=[C:9]([O:8][CH2:6][CH3:7])[CH:16]=1)[CH3:19]. (2) Given the reactants [OH:1][C:2]1[CH:7]=[C:6]([OH:8])[CH:5]=[CH:4][C:3]=1[C:9]1[N:14]=[C:13]([C:15]2[CH:20]=[CH:19][C:18]([CH3:21])=[CH:17][C:16]=2[CH3:22])[N:12]=[C:11]([C:23]2[CH:28]=[CH:27][C:26]([CH3:29])=[CH:25][C:24]=2[CH3:30])[N:10]=1.[CH2:31]([O:35][CH2:36][CH2:37][CH2:38][CH3:39])[CH:32]1[O:34][CH2:33]1.CN(C)CC1C=CC=CC=1, predict the reaction product. The product is: [OH:1][C:2]1[CH:7]=[C:6]([O:8][CH2:33][CH:32]([OH:34])[CH2:31][O:35][CH2:36][CH2:37][CH2:38][CH3:39])[CH:5]=[CH:4][C:3]=1[C:9]1[N:10]=[C:11]([C:23]2[CH:28]=[CH:27][C:26]([CH3:29])=[CH:25][C:24]=2[CH3:30])[N:12]=[C:13]([C:15]2[CH:20]=[CH:19][C:18]([CH3:21])=[CH:17][C:16]=2[CH3:22])[N:14]=1.